Dataset: NCI-60 drug combinations with 297,098 pairs across 59 cell lines. Task: Regression. Given two drug SMILES strings and cell line genomic features, predict the synergy score measuring deviation from expected non-interaction effect. Drug 1: CS(=O)(=O)CCNCC1=CC=C(O1)C2=CC3=C(C=C2)N=CN=C3NC4=CC(=C(C=C4)OCC5=CC(=CC=C5)F)Cl. Drug 2: CC(C)NC(=O)C1=CC=C(C=C1)CNNC.Cl. Cell line: NCIH23. Synergy scores: CSS=12.1, Synergy_ZIP=-2.30, Synergy_Bliss=-1.00, Synergy_Loewe=7.65, Synergy_HSA=0.375.